This data is from Catalyst prediction with 721,799 reactions and 888 catalyst types from USPTO. The task is: Predict which catalyst facilitates the given reaction. (1) Reactant: [Cl:1][C:2]1[CH:7]=[CH:6][CH:5]=[CH:4][C:3]=1[C:8]1[NH:9][C:10]2[C:15]([CH:16]=1)=[CH:14][C:13]([C:17]1[CH:25]=[CH:24][C:20]([C:21]([OH:23])=O)=[CH:19][C:18]=1[CH3:26])=[CH:12][CH:11]=2.Cl.CN.[CH3:30][N:31](C(ON1N=NC2C=CC=CC1=2)=[N+](C)C)C.F[P-](F)(F)(F)(F)F.CCN(C(C)C)C(C)C. Product: [Cl:1][C:2]1[CH:7]=[CH:6][CH:5]=[CH:4][C:3]=1[C:8]1[NH:9][C:10]2[C:15]([CH:16]=1)=[CH:14][C:13]([C:17]1[CH:25]=[CH:24][C:20]([C:21]([NH:31][CH3:30])=[O:23])=[CH:19][C:18]=1[CH3:26])=[CH:12][CH:11]=2. The catalyst class is: 18. (2) Reactant: [F:1][C:2]([F:21])([F:20])[O:3][C:4]1[CH:9]=[CH:8][C:7]([C:10]2[CH:11]=[CH:12][C:13]3[N:14]([C:16](=[O:19])[NH:17][N:18]=3)[CH:15]=2)=[CH:6][CH:5]=1.[Br:22][CH2:23][CH2:24]Br. Product: [Br:22][CH2:23][CH2:24][N:17]1[C:16](=[O:19])[N:14]2[CH:15]=[C:10]([C:7]3[CH:6]=[CH:5][C:4]([O:3][C:2]([F:1])([F:20])[F:21])=[CH:9][CH:8]=3)[CH:11]=[CH:12][C:13]2=[N:18]1. The catalyst class is: 18. (3) Reactant: C1C=CC(P(C2C=CC3C(=CC=CC=3)C=2C2C3C(=CC=CC=3)C=CC=2P(C2C=CC=CC=2)C2C=CC=CC=2)C2C=CC=CC=2)=CC=1.[F:47][C:48]1[CH:53]=[CH:52][C:51](B(O)O)=[CH:50][CH:49]=1.CO.[CH2:59]([N:66]1[CH2:70][CH:69]=[C:68]([C:71](=[O:73])[CH3:72])[CH2:67]1)[C:60]1[CH:65]=[CH:64][CH:63]=[CH:62][CH:61]=1. Product: [CH2:59]([N:66]1[CH2:70][C@H:69]([C:51]2[CH:52]=[CH:53][C:48]([F:47])=[CH:49][CH:50]=2)[C@@H:68]([C:71](=[O:73])[CH3:72])[CH2:67]1)[C:60]1[CH:65]=[CH:64][CH:63]=[CH:62][CH:61]=1. The catalyst class is: 6. (4) Reactant: [N:1]([CH2:4][C@@H:5]1[O:9][C:8](=[O:10])[N:7]([C:11]2[CH:16]=[C:15]([F:17])[C:14]([C:18]3[CH2:19][CH2:20][N:21]([CH2:24][C:25]4[CH:30]=[CH:29][CH:28]=[CH:27][CH:26]=4)[CH2:22][CH:23]=3)=[C:13]([F:31])[CH:12]=2)[CH2:6]1)=[N+]=[N-].C1(P(C2C=CC=CC=2)C2C=CC=CC=2)C=CC=CC=1. Product: [NH2:1][CH2:4][C@@H:5]1[O:9][C:8](=[O:10])[N:7]([C:11]2[CH:16]=[C:15]([F:17])[C:14]([C:18]3[CH2:19][CH2:20][N:21]([CH2:24][C:25]4[CH:30]=[CH:29][CH:28]=[CH:27][CH:26]=4)[CH2:22][CH:23]=3)=[C:13]([F:31])[CH:12]=2)[CH2:6]1. The catalyst class is: 47.